From a dataset of Forward reaction prediction with 1.9M reactions from USPTO patents (1976-2016). Predict the product of the given reaction. (1) Given the reactants [CH3:1][O:2][C:3]1[C:4](=[O:38])[C:5]([CH3:37])=[C:6]([CH2:12][C:13]2[CH:14]=[CH:15][C:16]([O:33]C(=O)C)=[C:17]([CH:32]=2)[C:18]([NH:20][C:21]2[CH:26]=[CH:25][C:24]([N:27]3[CH:31]=[CH:30][N:29]=[CH:28]3)=[CH:23][CH:22]=2)=[O:19])[C:7](=[O:11])[C:8]=1[O:9][CH3:10].C(=O)([O-])O.[Na+], predict the reaction product. The product is: [CH3:1][O:2][C:3]1[C:4](=[O:38])[C:5]([CH3:37])=[C:6]([CH2:12][C:13]2[CH:14]=[CH:15][C:16]([OH:33])=[C:17]([CH:32]=2)[C:18]([NH:20][C:21]2[CH:26]=[CH:25][C:24]([N:27]3[CH:31]=[CH:30][N:29]=[CH:28]3)=[CH:23][CH:22]=2)=[O:19])[C:7](=[O:11])[C:8]=1[O:9][CH3:10]. (2) Given the reactants [Cl:1][C:2]1[CH:10]=[CH:9][C:8]([C:11]2[S:15][CH:14]=[N:13][CH:12]=2)=[CH:7][C:3]=1[C:4]([NH2:6])=[O:5].[CH3:16][N:17]1[CH2:22][CH2:21][N:20]([CH2:23][CH2:24][CH2:25][S:26]([C:29]2[CH:48]=[CH:47][C:32]3[N:33]=[C:34]([NH:36][C:37](=O)[O:38]C4C=CC(F)=CC=4)[S:35][C:31]=3[CH:30]=2)(=[O:28])=[O:27])[CH2:19][CH2:18]1, predict the reaction product. The product is: [Cl:1][C:2]1[CH:10]=[CH:9][C:8]([C:11]2[S:15][CH:14]=[N:13][CH:12]=2)=[CH:7][C:3]=1[C:4]([NH:6][C:37](=[O:38])[NH:36][C:34]1[S:35][C:31]2[CH:30]=[C:29]([S:26]([CH2:25][CH2:24][CH2:23][N:20]3[CH2:21][CH2:22][N:17]([CH3:16])[CH2:18][CH2:19]3)(=[O:28])=[O:27])[CH:48]=[CH:47][C:32]=2[N:33]=1)=[O:5]. (3) Given the reactants [NH2:1][CH:2]([C:10]1[C:15]([O:16][CH3:17])=[CH:14][CH:13]=[CH:12][C:11]=1[O:18][CH3:19])[CH2:3][CH2:4][CH2:5][C:6]([O:8]C)=O.[N:20]1[C:29]2[C:24](=[CH:25][CH:26]=[CH:27][CH:28]=2)[CH:23]=[CH:22][C:21]=1[CH:30]=O, predict the reaction product. The product is: [CH3:19][O:18][C:11]1[CH:12]=[CH:13][CH:14]=[C:15]([O:16][CH3:17])[C:10]=1[CH:2]1[N:1]([CH2:30][C:21]2[CH:22]=[CH:23][C:24]3[C:29](=[CH:28][CH:27]=[CH:26][CH:25]=3)[N:20]=2)[C:6](=[O:8])[CH2:5][CH2:4][CH2:3]1. (4) Given the reactants [N+:1]([C:4]1[CH:5]=[C:6]([C:17]([O:19][CH3:20])=[O:18])[S:7][C:8]=1/[CH:9]=[CH:10]/[C:11]1[CH:16]=[CH:15][CH:14]=[CH:13][CH:12]=1)([O-])=O, predict the reaction product. The product is: [C:11]1([C:10]2[NH:1][C:4]3[CH:5]=[C:6]([C:17]([O:19][CH3:20])=[O:18])[S:7][C:8]=3[CH:9]=2)[CH:16]=[CH:15][CH:14]=[CH:13][CH:12]=1.